This data is from Reaction yield outcomes from USPTO patents with 853,638 reactions. The task is: Predict the reaction yield, written as a fraction of the theoretical maximum amount of product (1.0 means a 100% yield; for example, 0.34 means a 34% yield). (1) The catalyst is CN(C=O)C. The yield is 1.00. The reactants are [C:1]([O:5][C:6]([N:8]1[CH2:12][CH2:11][CH2:10][CH:9]1[CH2:13][NH2:14])=[O:7])([CH3:4])([CH3:3])[CH3:2].[Br:15][C:16]1[CH:24]=[CH:23][C:19]([C:20](O)=[O:21])=[CH:18][CH:17]=1.CN1CCOCC1.CN(C(ON1N=NC2C=CC=NC1=2)=[N+](C)C)C.F[P-](F)(F)(F)(F)F. The product is [C:1]([O:5][C:6]([N:8]1[CH2:12][CH2:11][CH2:10][CH:9]1[CH2:13][NH:14][C:20](=[O:21])[C:19]1[CH:23]=[CH:24][C:16]([Br:15])=[CH:17][CH:18]=1)=[O:7])([CH3:4])([CH3:3])[CH3:2]. (2) The reactants are [F:8][C:7]([F:10])([F:9])[C:6](O[C:6](=[O:11])[C:7]([F:10])([F:9])[F:8])=[O:11].[NH2:14][C:15]1[CH:22]=[CH:21][C:18]([CH:19]=[CH2:20])=[CH:17][CH:16]=1.N1C=CC=CC=1. The catalyst is ClCCl. The product is [F:10][C:7]([F:8])([F:9])[C:6]([NH:14][C:15]1[CH:22]=[CH:21][C:18]([CH:19]=[CH2:20])=[CH:17][CH:16]=1)=[O:11]. The yield is 0.750. (3) The reactants are [Cl:1][C:2]1[CH:7]=[CH:6][C:5]([C:8]2[N:9]([CH2:23][C@H:24]([OH:29])[C:25]([F:28])([F:27])[F:26])[C:10](=[O:22])[N:11]([CH2:13][C:14]3[N:18]=[C:17]([CH:19]([OH:21])[CH3:20])[NH:16][N:15]=3)[N:12]=2)=[CH:4][CH:3]=1.[CH3:30][C:31]1[CH:32]=[C:33](B(O)O)[CH:34]=[CH:35][CH:36]=1. The catalyst is N1C=CC=CC=1.C([O-])(=O)C.[Cu+2].C([O-])(=O)C. The product is [Cl:1][C:2]1[CH:3]=[CH:4][C:5]([C:8]2[N:9]([CH2:23][C@H:24]([OH:29])[C:25]([F:26])([F:28])[F:27])[C:10](=[O:22])[N:11]([CH2:13][C:14]3[N:18]=[C:17]([CH:19]([OH:21])[CH3:20])[N:16]([C:35]4[CH:34]=[CH:33][CH:32]=[C:31]([CH3:30])[CH:36]=4)[N:15]=3)[N:12]=2)=[CH:6][CH:7]=1. The yield is 0.123. (4) The reactants are [C:1]([O:5][C:6]([N:8]1[CH2:13][CH2:12][N:11]([C:14]2[S:15][C:16]([C:32](O)=[O:33])=[C:17]([C:19]3[CH:24]=[CH:23][C:22]([O:25][C:26]4[CH:31]=[CH:30][CH:29]=[CH:28][CH:27]=4)=[CH:21][CH:20]=3)[N:18]=2)[CH2:10][CH2:9]1)=[O:7])([CH3:4])([CH3:3])[CH3:2].[CH3:35][N:36](C(ON1N=NC2C=CC=NC1=2)=[N+](C)C)C.F[P-](F)(F)(F)(F)F.CN. The catalyst is C(Cl)Cl. The product is [CH3:35][NH:36][C:32]([C:16]1[S:15][C:14]([N:11]2[CH2:10][CH2:9][N:8]([C:6]([O:5][C:1]([CH3:4])([CH3:3])[CH3:2])=[O:7])[CH2:13][CH2:12]2)=[N:18][C:17]=1[C:19]1[CH:24]=[CH:23][C:22]([O:25][C:26]2[CH:27]=[CH:28][CH:29]=[CH:30][CH:31]=2)=[CH:21][CH:20]=1)=[O:33]. The yield is 0.900. (5) The reactants are [C:1]([C:3]1[CH:4]=[C:5]([CH:10]=[C:11]([O:13][CH:14]([CH3:16])[CH3:15])[CH:12]=1)[C:6]([O:8]C)=[O:7])#[N:2].[OH-].[Na+]. The catalyst is CCO.Cl. The product is [C:1]([C:3]1[CH:4]=[C:5]([CH:10]=[C:11]([O:13][CH:14]([CH3:16])[CH3:15])[CH:12]=1)[C:6]([OH:8])=[O:7])#[N:2]. The yield is 0.830. (6) The reactants are Cl[C:2]1[CH:11]=[C:10]([C:12]2[CH:17]=[CH:16][CH:15]=[CH:14][C:13]=2[CH3:18])[C:5]([C:6]([NH:8][CH3:9])=[O:7])=[CH:4][N:3]=1.[NH:19]1[CH2:24][CH2:23][O:22][CH2:21][CH2:20]1.C(N(C(C)C)C(C)C)C. The catalyst is CN(C1C=CN=CC=1)C.C(OCC)(=O)C. The product is [CH3:9][NH:8][C:6](=[O:7])[C:5]1[C:10]([C:12]2[CH:17]=[CH:16][CH:15]=[CH:14][C:13]=2[CH3:18])=[CH:11][C:2]([N:19]2[CH2:24][CH2:23][O:22][CH2:21][CH2:20]2)=[N:3][CH:4]=1. The yield is 0.929. (7) The reactants are [CH2:1]([N:8]1[C:12]([C:13]2[CH:18]=[CH:17][CH:16]=[CH:15][CH:14]=2)=[N:11][N:10]=[N:9]1)[C:2]1[CH:7]=[CH:6][CH:5]=[CH:4][CH:3]=1.C(=O)([O-])[O-].[K+].[K+].Br[C:26]1[CH:31]=[CH:30][C:29]([CH3:32])=[CH:28][CH:27]=1.CN1CCCC1=O. The catalyst is CC1C=CC(C(C)C)=CC=1.CC1C=CC(C(C)C)=CC=1.Cl[Ru]Cl.Cl[Ru]Cl.C1(P(C2C=CC=CC=2)C2C=CC=CC=2)C=CC=CC=1.COC(C)(C)C.O. The product is [CH2:1]([N:8]1[C:12]([C:13]2[CH:18]=[CH:17][CH:16]=[CH:15][C:14]=2[C:26]2[CH:31]=[CH:30][C:29]([CH3:32])=[CH:28][CH:27]=2)=[N:11][N:10]=[N:9]1)[C:2]1[CH:3]=[CH:4][CH:5]=[CH:6][CH:7]=1. The yield is 1.01. (8) The reactants are [Cl:1][C:2]1[CH:15]=[C:14]2[C:5]([O:6][CH2:7][CH2:8][N:9]3[C:13]2=[N:12][C:11](I)=[CH:10]3)=[CH:4][N:3]=1.Cl.[C:18]([NH2:21])(=[NH:20])[CH3:19].[CH3:22][C:23]1([CH3:63])C2C(=C(P(C3C=CC=CC=3)C3C=CC=CC=3)C=CC=2)OC2C(P(C3C=CC=CC=3)C3C=CC=CC=3)=CC=CC1=2.Cl.[CH:65]([NH:68]N)(C)C. The catalyst is CN(C=O)C.CC([O-])=O.CC([O-])=O.[Pd+2].C(O)(=O)C. The product is [Cl:1][C:2]1[CH:15]=[C:14]2[C:5]([O:6][CH2:7][CH2:8][N:9]3[C:13]2=[N:12][C:11]([C:65]2[N:68]([CH:23]([CH3:63])[CH3:22])[N:21]=[C:18]([CH3:19])[N:20]=2)=[CH:10]3)=[CH:4][N:3]=1. The yield is 0.730. (9) The reactants are [Br:1][C:2]1[CH:7]=[C:6]([N+:8]([O-:10])=[O:9])[CH:5]=[CH:4][C:3]=1[O:11]C. The catalyst is CN(C=O)C.CCOC(C)=O.Cl. The product is [Br:1][C:2]1[CH:7]=[C:6]([N+:8]([O-:10])=[O:9])[CH:5]=[CH:4][C:3]=1[OH:11]. The yield is 0.520. (10) The reactants are [O:1]1[CH2:5][CH:4]=[CH:3][CH2:2]1.[CH2:6]([OH:10])[CH2:7][CH2:8][OH:9].C(COC)OC.[I:17]N1C(=O)CCC1=O. No catalyst specified. The product is [I:17][CH:4]1[CH2:5][O:1][CH2:2][CH:3]1[O:9][CH2:8][CH2:7][CH2:6][OH:10]. The yield is 0.450.